From a dataset of Forward reaction prediction with 1.9M reactions from USPTO patents (1976-2016). Predict the product of the given reaction. (1) Given the reactants [CH3:1][C:2]1[CH:11]=[CH:10][C:9]2[C:4](=[CH:5][CH:6]=[CH:7][C:8]=2[N:12]=[C:13]([C:26]2[CH:31]=[CH:30][CH:29]=[CH:28][CH:27]=2)[C:14]([C:20]2[CH:25]=[CH:24][CH:23]=[CH:22][CH:21]=2)([C:16]([F:19])([F:18])[F:17])[OH:15])[N:3]=1.[BH4-].[Na+], predict the reaction product. The product is: [CH3:1][C:2]1[CH:11]=[CH:10][C:9]2[C:4](=[CH:5][CH:6]=[CH:7][C:8]=2[NH:12][CH:13]([C:26]2[CH:31]=[CH:30][CH:29]=[CH:28][CH:27]=2)[C:14]([C:20]2[CH:21]=[CH:22][CH:23]=[CH:24][CH:25]=2)([C:16]([F:19])([F:18])[F:17])[OH:15])[N:3]=1. (2) The product is: [CH3:1][O:2][C:3]1[CH:22]=[CH:21][C:6]([O:7][C:8]2[C:16]([CH3:17])=[CH:15][C:14]([N+:18]([O-:20])=[O:19])=[C:13]3[C:9]=2[CH2:10][CH2:11][CH2:12]3)=[CH:5][C:4]=1[C:23](=[O:25])[CH3:24]. Given the reactants [CH3:1][O:2][C:3]1[CH:22]=[CH:21][C:6]([O:7][C:8]2[C:16]([CH3:17])=[CH:15][C:14]([N+:18]([O-:20])=[O:19])=[C:13]3[C:9]=2[CH2:10][CH2:11][CH2:12]3)=[CH:5][CH:4]=1.[C:23](O)(=[O:25])[CH3:24], predict the reaction product. (3) Given the reactants F[C:2]1[C:9]([F:10])=[CH:8][CH:7]=[CH:6][C:3]=1[C:4]#[N:5].[NH:11]1[CH2:16][CH2:15][CH2:14][CH2:13][CH2:12]1.C(O)(=O)CC(CC(O)=O)(C(O)=O)O, predict the reaction product. The product is: [F:10][C:9]1[C:2]([N:11]2[CH2:16][CH2:15][CH2:14][CH2:13][CH2:12]2)=[C:3]([CH:6]=[CH:7][CH:8]=1)[C:4]#[N:5]. (4) Given the reactants [Cl:1][C:2]1[CH:7]=[C:6]([C:8]([C:10]2[CH:19]=[C:18]([CH3:20])[C:13]3[NH:14][C:15](=[O:17])[O:16][C:12]=3[CH:11]=2)=[O:9])[CH:5]=[C:4]([Cl:21])[N:3]=1.[H-].[Na+].I[CH3:25], predict the reaction product. The product is: [Cl:21][C:4]1[CH:5]=[C:6]([C:8]([C:10]2[CH:19]=[C:18]([CH3:20])[C:13]3[N:14]([CH3:25])[C:15](=[O:17])[O:16][C:12]=3[CH:11]=2)=[O:9])[CH:7]=[C:2]([Cl:1])[N:3]=1.